Task: Predict the reactants needed to synthesize the given product.. Dataset: Full USPTO retrosynthesis dataset with 1.9M reactions from patents (1976-2016) (1) The reactants are: [O:1]=[C:2]1[C:7]2[NH:8][C:9]3[CH:10]=[CH:11][CH:12]=[CH:13][C:14]=3[C:6]=2[N:5]=[C:4]([S:15][CH2:16][C:17]([OH:19])=O)[N:3]1[C:20]1[CH:25]=[CH:24][CH:23]=[CH:22][CH:21]=1.[NH2:26][CH:27]1[CH2:32][CH2:31][NH:30][CH2:29][CH2:28]1.CN(C(ON1N=NC2C=CC=NC1=2)=[N+](C)C)C.F[P-](F)(F)(F)(F)F. Given the product [O:1]=[C:2]1[C:7]2[NH:8][C:9]3[CH:10]=[CH:11][CH:12]=[CH:13][C:14]=3[C:6]=2[N:5]=[C:4]([S:15][CH2:16][C:17]([NH:26][CH:27]2[CH2:32][CH2:31][NH:30][CH2:29][CH2:28]2)=[O:19])[N:3]1[C:20]1[CH:21]=[CH:22][CH:23]=[CH:24][CH:25]=1, predict the reactants needed to synthesize it. (2) Given the product [CH2:1]([N:8]1[C:12]2=[N:13][C:14]([CH3:18])=[C:15]([C:26]3[C:27]([O:29][CH3:30])=[N:28][C:23]([CH:20]([CH3:22])[CH3:21])=[CH:24][CH:25]=3)[N:16]=[C:11]2[C:10]([CH3:19])=[N:9]1)[C:2]1[CH:7]=[CH:6][CH:5]=[CH:4][CH:3]=1, predict the reactants needed to synthesize it. The reactants are: [CH2:1]([N:8]1[C:12]2=[N:13][C:14]([CH3:18])=[C:15](Br)[N:16]=[C:11]2[C:10]([CH3:19])=[N:9]1)[C:2]1[CH:7]=[CH:6][CH:5]=[CH:4][CH:3]=1.[CH:20]([C:23]1[N:28]=[C:27]([O:29][CH3:30])[C:26](B(O)O)=[CH:25][CH:24]=1)([CH3:22])[CH3:21]. (3) Given the product [N+:2]([C:5]1[CH:6]=[CH:7][C:8]([CH2:11][CH2:12][NH:13][CH2:27][C:26]2[CH:29]=[CH:30][C:23]([N+:20]([O-:22])=[O:21])=[CH:24][CH:25]=2)=[CH:9][CH:10]=1)([O-:4])=[O:3], predict the reactants needed to synthesize it. The reactants are: Cl.[N+:2]([C:5]1[CH:10]=[CH:9][C:8]([CH2:11][CH2:12][NH2:13])=[CH:7][CH:6]=1)([O-:4])=[O:3].C(=O)([O-])[O-].[Na+].[Na+].[N+:20]([C:23]1[CH:30]=[CH:29][C:26]([CH2:27]Br)=[CH:25][CH:24]=1)([O-:22])=[O:21].CN(C=O)C.O. (4) Given the product [CH3:26][C:24]1[CH:23]=[CH:22][C:5]2=[C:6]3[C:11](=[C:2]([NH2:1])[N:3]=[C:4]2[CH:25]=1)[N:10]=[CH:9][C:8]([CH2:12][CH2:13][C:14]1[CH:21]=[CH:20][C:17]([CH2:18][NH:28][CH3:27])=[CH:16][CH:15]=1)=[CH:7]3, predict the reactants needed to synthesize it. The reactants are: [NH2:1][C:2]1[C:11]2[N:10]=[CH:9][C:8]([CH2:12][CH2:13][C:14]3[CH:21]=[CH:20][C:17]([CH:18]=O)=[CH:16][CH:15]=3)=[CH:7][C:6]=2[C:5]2[CH:22]=[CH:23][C:24]([CH3:26])=[CH:25][C:4]=2[N:3]=1.[CH3:27][NH2:28].C(O)(C(F)(F)F)=O. (5) Given the product [Br:22][CH2:23][CH2:24][CH2:25][CH2:26][CH2:27][CH2:28][CH2:29][CH2:30][C:31]([NH:12][C:13]1[C:14]([S:20][CH3:21])=[N:15][C:16]([CH3:19])=[CH:17][CH:18]=1)=[O:33], predict the reactants needed to synthesize it. The reactants are: C(N(CC)CC)C.C(Cl)(Cl)Cl.[NH2:12][C:13]1[C:14]([S:20][CH3:21])=[N:15][C:16]([CH3:19])=[CH:17][CH:18]=1.[Br:22][CH2:23][CH2:24][CH2:25][CH2:26][CH2:27][CH2:28][CH2:29][CH2:30][CH2:31]Cl.[OH2:33]. (6) The reactants are: [Br:1][C:2]1[CH:10]=[CH:9][C:5]([C:6]([OH:8])=[O:7])=[C:4]([CH3:11])[CH:3]=1.[C:12](=O)([O-])[O-].[K+].[K+].IC. Given the product [Br:1][C:2]1[CH:10]=[CH:9][C:5]([C:6]([O:8][CH3:12])=[O:7])=[C:4]([CH3:11])[CH:3]=1, predict the reactants needed to synthesize it. (7) Given the product [CH3:18][S:19]([O:7][CH2:6][C:5]1[CH:4]=[CH:3][C:2]([Br:1])=[C:9]([CH3:10])[CH:8]=1)(=[O:21])=[O:20], predict the reactants needed to synthesize it. The reactants are: [Br:1][C:2]1[C:9]([CH3:10])=[CH:8][C:5]([CH2:6][OH:7])=[CH:4][CH:3]=1.CCN(CC)CC.[CH3:18][S:19](Cl)(=[O:21])=[O:20]. (8) Given the product [NH2:32][C:4]1[S:3][C:2]([C:40]2[CH2:44][CH2:43][CH2:42][CH:41]=2)=[N:6][C:5]=1[C:7]([NH:8][C:9]1[CH:10]=[N:11][N:12]([CH3:30])[C:13]=1[C@@H:14]1[CH2:20][CH2:19][C@@H:18]([NH2:21])[C@@H:17]([F:29])[CH2:16][O:15]1)=[O:31], predict the reactants needed to synthesize it. The reactants are: Br[C:2]1[S:3][C:4]([NH:32]C(=O)OC(C)(C)C)=[C:5]([C:7](=[O:31])[NH:8][C:9]2[CH:10]=[N:11][N:12]([CH3:30])[C:13]=2[C@@H:14]2[CH2:20][CH2:19][C@@H:18]([NH:21]C(OC(C)(C)C)=O)[C@@H:17]([F:29])[CH2:16][O:15]2)[N:6]=1.[C:40]1(B2OC(C)(C)C(C)(C)O2)[CH2:44][CH2:43][CH2:42][CH:41]=1. (9) Given the product [CH2:9]([O:11][CH2:12][CH:13]=[C:3]([C:1]#[N:2])[C:4]([O:6][CH2:7][CH3:8])=[O:5])[CH3:10], predict the reactants needed to synthesize it. The reactants are: [C:1]([CH2:3][C:4]([O:6][CH2:7][CH3:8])=[O:5])#[N:2].[C:9](OCC)(OCC)([O:11][CH2:12][CH3:13])[CH3:10].